From a dataset of Catalyst prediction with 721,799 reactions and 888 catalyst types from USPTO. Predict which catalyst facilitates the given reaction. Reactant: [F:1][C:2]1[CH:3]=[C:4]2[C:9](=[CH:10][CH:11]=1)[CH:8]=[C:7]([C:12]([OH:14])=[O:13])[CH:6]=[C:5]2[OH:15].S(Cl)(Cl)=O.[C:20](OCC)(=O)C. Product: [CH3:20][O:13][C:12]([C:7]1[CH:6]=[C:5]([OH:15])[C:4]2[C:9](=[CH:10][CH:11]=[C:2]([F:1])[CH:3]=2)[CH:8]=1)=[O:14]. The catalyst class is: 5.